From a dataset of Forward reaction prediction with 1.9M reactions from USPTO patents (1976-2016). Predict the product of the given reaction. (1) The product is: [Cl:6][C:7]1[N:11]([CH3:12])[N:10]=[C:9]([CH3:13])[C:8]=1[C:14]([Cl:4])=[O:15]. Given the reactants S(Cl)([Cl:4])(=O)=O.[Cl:6][C:7]1[N:11]([CH3:12])[N:10]=[C:9]([CH3:13])[C:8]=1[CH:14]=[O:15], predict the reaction product. (2) Given the reactants [CH3:1][O:2][C:3]1[CH:8]=[CH:7][C:6]([C:9]2[S:33][C:12]3[C:13](=[O:32])[N:14]([CH2:17][C:18]4[CH:23]=[CH:22][CH:21]=[C:20]([O:24][CH2:25][C@@H:26]5[CH2:31][CH2:30][CH2:29][CH2:28][NH:27]5)[N:19]=4)[N:15]=[CH:16][C:11]=3[CH:10]=2)=[CH:5][CH:4]=1.[CH2:34]=O, predict the reaction product. The product is: [CH3:1][O:2][C:3]1[CH:4]=[CH:5][C:6]([C:9]2[S:33][C:12]3[C:13](=[O:32])[N:14]([CH2:17][C:18]4[CH:23]=[CH:22][CH:21]=[C:20]([O:24][CH2:25][C@@H:26]5[CH2:31][CH2:30][CH2:29][CH2:28][N:27]5[CH3:34])[N:19]=4)[N:15]=[CH:16][C:11]=3[CH:10]=2)=[CH:7][CH:8]=1.